From a dataset of Reaction yield outcomes from USPTO patents with 853,638 reactions. Predict the reaction yield, written as a fraction of the theoretical maximum amount of product (1.0 means a 100% yield; for example, 0.34 means a 34% yield). (1) The reactants are [Br:1][C:2]1[C:10]([Cl:11])=[CH:9][C:5]([C:6](O)=[O:7])=[C:4]([F:12])[CH:3]=1.[CH3:13][S:14]([NH2:17])(=[O:16])=[O:15].CCN=C=NCCCN(C)C.Cl. The catalyst is C(Cl)Cl.CN(C1C=CN=CC=1)C. The product is [Br:1][C:2]1[C:10]([Cl:11])=[CH:9][C:5]([C:6]([NH:17][S:14]([CH3:13])(=[O:16])=[O:15])=[O:7])=[C:4]([F:12])[CH:3]=1. The yield is 0.778. (2) The reactants are C(OC([NH:8][C:9]1[CH:14]=[CH:13][C:12]([C:15]2[C:16]([F:35])=[CH:17][N:18]3[C:23]([C:24]=2[CH3:25])=[C:22]([CH:26]2[CH2:28][CH2:27]2)[CH:21]=[C:20]([C:29]([O:31]CC)=[O:30])[C:19]3=[O:34])=[CH:11][C:10]=1[F:36])=O)(C)(C)C.Cl.[OH-].[Na+]. The catalyst is C1COCC1. The product is [NH2:8][C:9]1[CH:14]=[CH:13][C:12]([C:15]2[C:16]([F:35])=[CH:17][N:18]3[C:23]([C:24]=2[CH3:25])=[C:22]([CH:26]2[CH2:28][CH2:27]2)[CH:21]=[C:20]([C:29]([OH:31])=[O:30])[C:19]3=[O:34])=[CH:11][C:10]=1[F:36]. The yield is 0.0250. (3) The reactants are C1(C(C2C=CC=CC=2)=[N:8][C:9]2[CH:10]=[N:11][C:12]([CH2:15][S:16]([CH3:19])(=[O:18])=[O:17])=[CH:13][CH:14]=2)C=CC=CC=1.Cl. The catalyst is CO.O. The product is [CH3:19][S:16]([CH2:15][C:12]1[N:11]=[CH:10][C:9]([NH2:8])=[CH:14][CH:13]=1)(=[O:18])=[O:17]. The yield is -0.520. (4) The reactants are C(OC([N:8]1[CH2:13][CH2:12][N:11]([C:14]([C@@H:16]2[CH2:20][CH2:19][CH2:18][N:17]2[C:21](=[O:49])[CH2:22][NH:23][C:24](=[O:48])[C:25]2[CH:30]=[CH:29][C:28]([S:31](=[O:47])(=[O:46])[NH:32][C:33]3[CH:38]=[CH:37][CH:36]=[CH:35][C:34]=3[O:39][C:40]3[CH:45]=[CH:44][CH:43]=[CH:42][CH:41]=3)=[CH:27][CH:26]=2)=[O:15])[CH2:10][CH2:9]1)=O)(C)(C)C.C(OCC)C.[Cl:55]CCl. The catalyst is C(O)C. The product is [ClH:55].[O:49]=[C:21]([N:17]1[CH2:18][CH2:19][CH2:20][C@H:16]1[C:14]([N:11]1[CH2:12][CH2:13][NH:8][CH2:9][CH2:10]1)=[O:15])[CH2:22][NH:23][C:24](=[O:48])[C:25]1[CH:26]=[CH:27][C:28]([S:31](=[O:47])(=[O:46])[NH:32][C:33]2[CH:38]=[CH:37][CH:36]=[CH:35][C:34]=2[O:39][C:40]2[CH:41]=[CH:42][CH:43]=[CH:44][CH:45]=2)=[CH:29][CH:30]=1. The yield is 0.890. (5) The reactants are [C:1]1([S:11](Cl)(=[O:13])=[O:12])[C:10]2[C:5](=[CH:6][CH:7]=[CH:8][CH:9]=2)[CH:4]=[CH:3][CH:2]=1.[CH3:15][N:16]([CH3:18])C.C(OC([CH:26]1CC[NH:28][CH2:27]1)=O)(C)(C)C.C([O-])(O)=O.[Na+].FC(F)(F)C(O)=O. The catalyst is C(Cl)Cl.CCOC(C)=O.CO.C(Cl)(Cl)Cl. The product is [C:1]1([S:11]([N:16]2[CH2:18][CH2:26][CH:27]([NH2:28])[CH2:15]2)(=[O:13])=[O:12])[C:10]2[C:5](=[CH:6][CH:7]=[CH:8][CH:9]=2)[CH:4]=[CH:3][CH:2]=1. The yield is 0.230.